This data is from NCI-60 drug combinations with 297,098 pairs across 59 cell lines. The task is: Regression. Given two drug SMILES strings and cell line genomic features, predict the synergy score measuring deviation from expected non-interaction effect. (1) Drug 1: CC1C(C(CC(O1)OC2CC(CC3=C2C(=C4C(=C3O)C(=O)C5=C(C4=O)C(=CC=C5)OC)O)(C(=O)CO)O)N)O.Cl. Drug 2: C1CC(=O)NC(=O)C1N2C(=O)C3=CC=CC=C3C2=O. Cell line: TK-10. Synergy scores: CSS=-0.215, Synergy_ZIP=0.555, Synergy_Bliss=0.243, Synergy_Loewe=-2.21, Synergy_HSA=-1.81. (2) Drug 1: CN(C)N=NC1=C(NC=N1)C(=O)N. Drug 2: CC1=C(C(=CC=C1)Cl)NC(=O)C2=CN=C(S2)NC3=CC(=NC(=N3)C)N4CCN(CC4)CCO. Cell line: OVCAR-5. Synergy scores: CSS=13.4, Synergy_ZIP=2.28, Synergy_Bliss=7.65, Synergy_Loewe=-0.599, Synergy_HSA=3.73. (3) Drug 1: CCC1(CC2CC(C3=C(CCN(C2)C1)C4=CC=CC=C4N3)(C5=C(C=C6C(=C5)C78CCN9C7C(C=CC9)(C(C(C8N6C=O)(C(=O)OC)O)OC(=O)C)CC)OC)C(=O)OC)O.OS(=O)(=O)O. Drug 2: CC1=C(C(CCC1)(C)C)C=CC(=CC=CC(=CC(=O)O)C)C. Cell line: MOLT-4. Synergy scores: CSS=62.6, Synergy_ZIP=-2.30, Synergy_Bliss=-0.165, Synergy_Loewe=-48.2, Synergy_HSA=1.56. (4) Drug 1: CC1=C(C(CCC1)(C)C)C=CC(=CC=CC(=CC(=O)O)C)C. Drug 2: CCN(CC)CCCC(C)NC1=C2C=C(C=CC2=NC3=C1C=CC(=C3)Cl)OC. Cell line: HT29. Synergy scores: CSS=24.9, Synergy_ZIP=-8.33, Synergy_Bliss=-2.28, Synergy_Loewe=-3.83, Synergy_HSA=-1.63. (5) Drug 1: C1=CC(=C2C(=C1NCCNCCO)C(=O)C3=C(C=CC(=C3C2=O)O)O)NCCNCCO. Drug 2: CC(C)(C#N)C1=CC(=CC(=C1)CN2C=NC=N2)C(C)(C)C#N. Cell line: HS 578T. Synergy scores: CSS=20.3, Synergy_ZIP=-3.67, Synergy_Bliss=-8.22, Synergy_Loewe=-19.8, Synergy_HSA=-7.69. (6) Drug 1: CC1C(C(=O)NC(C(=O)N2CCCC2C(=O)N(CC(=O)N(C(C(=O)O1)C(C)C)C)C)C(C)C)NC(=O)C3=C4C(=C(C=C3)C)OC5=C(C(=O)C(=C(C5=N4)C(=O)NC6C(OC(=O)C(N(C(=O)CN(C(=O)C7CCCN7C(=O)C(NC6=O)C(C)C)C)C)C(C)C)C)N)C. Drug 2: CC(C)(C#N)C1=CC(=CC(=C1)CN2C=NC=N2)C(C)(C)C#N. Cell line: LOX IMVI. Synergy scores: CSS=11.2, Synergy_ZIP=-1.71, Synergy_Bliss=2.27, Synergy_Loewe=-20.1, Synergy_HSA=-1.82. (7) Drug 1: CC(CN1CC(=O)NC(=O)C1)N2CC(=O)NC(=O)C2. Drug 2: B(C(CC(C)C)NC(=O)C(CC1=CC=CC=C1)NC(=O)C2=NC=CN=C2)(O)O. Cell line: MCF7. Synergy scores: CSS=13.2, Synergy_ZIP=-0.958, Synergy_Bliss=0.0712, Synergy_Loewe=0.0133, Synergy_HSA=-0.255. (8) Drug 1: CCC1=CC2CC(C3=C(CN(C2)C1)C4=CC=CC=C4N3)(C5=C(C=C6C(=C5)C78CCN9C7C(C=CC9)(C(C(C8N6C)(C(=O)OC)O)OC(=O)C)CC)OC)C(=O)OC. Drug 2: CNC(=O)C1=NC=CC(=C1)OC2=CC=C(C=C2)NC(=O)NC3=CC(=C(C=C3)Cl)C(F)(F)F. Cell line: NCIH23. Synergy scores: CSS=68.7, Synergy_ZIP=-0.312, Synergy_Bliss=-2.31, Synergy_Loewe=-4.96, Synergy_HSA=1.58. (9) Drug 1: CN(C(=O)NC(C=O)C(C(C(CO)O)O)O)N=O. Drug 2: CCC1(C2=C(COC1=O)C(=O)N3CC4=CC5=C(C=CC(=C5CN(C)C)O)N=C4C3=C2)O.Cl. Cell line: 786-0. Synergy scores: CSS=5.31, Synergy_ZIP=-13.0, Synergy_Bliss=-24.7, Synergy_Loewe=-24.3, Synergy_HSA=-23.9.